This data is from Catalyst prediction with 721,799 reactions and 888 catalyst types from USPTO. The task is: Predict which catalyst facilitates the given reaction. (1) Reactant: O[CH:2]1[O:6][C@H:5]([C:7]2[CH:12]=[CH:11][C:10]([NH:13][S:14]([CH3:17])(=[O:16])=[O:15])=[CH:9][CH:8]=2)[CH2:4][CH2:3]1.[CH2:18]([NH:20][CH2:21][CH2:22][CH2:23][CH2:24][CH2:25][C:26]([CH3:29])([F:28])[CH3:27])[CH3:19].C(O[BH-](OC(=O)C)OC(=O)C)(=O)C.[Na+]. Product: [CH2:18]([N:20]([CH2:21][CH2:22][CH2:23][CH2:24][CH2:25][C:26]([F:28])([CH3:29])[CH3:27])[CH2:2][CH2:3][CH2:4][C@@H:5]([C:7]1[CH:12]=[CH:11][C:10]([NH:13][S:14]([CH3:17])(=[O:16])=[O:15])=[CH:9][CH:8]=1)[OH:6])[CH3:19]. The catalyst class is: 25. (2) Reactant: [OH:1][N:2]([CH3:17])[C:3](=[NH:16])[C:4]1[CH:9]=[CH:8][CH:7]=[CH:6][C:5]=1[N:10]1[CH2:15][CH2:14][O:13][CH2:12][CH2:11]1.[C:18]([C:25]([O:27][CH2:28][CH3:29])=[O:26])#[C:19][C:20]([O:22][CH2:23][CH3:24])=[O:21]. Product: [CH2:28]([O:27][C:25]([C:18]1([CH2:19][C:20]([O:22][CH2:23][CH3:24])=[O:21])[O:1][N:2]([CH3:17])[C:3]([C:4]2[CH:9]=[CH:8][CH:7]=[CH:6][C:5]=2[N:10]2[CH2:15][CH2:14][O:13][CH2:12][CH2:11]2)=[N:16]1)=[O:26])[CH3:29]. The catalyst class is: 8. (3) Reactant: [H-].[Na+].[CH2:3]([NH:5][C:6]1[N:10]([CH2:11][C:12]2[CH:17]=[CH:16][C:15]([C:18]3[CH:23]=[CH:22][CH:21]=[CH:20][C:19]=3[C:24]#[N:25])=[CH:14][CH:13]=2)[C:9]2[C:26]([C:30]([O:32][CH3:33])=[O:31])=[CH:27][CH:28]=[CH:29][C:8]=2[N:7]=1)[CH3:4].[CH3:34]I.O. Product: [CH2:3]([N:5]([CH3:34])[C:6]1[N:10]([CH2:11][C:12]2[CH:13]=[CH:14][C:15]([C:18]3[CH:23]=[CH:22][CH:21]=[CH:20][C:19]=3[C:24]#[N:25])=[CH:16][CH:17]=2)[C:9]2[C:26]([C:30]([O:32][CH3:33])=[O:31])=[CH:27][CH:28]=[CH:29][C:8]=2[N:7]=1)[CH3:4]. The catalyst class is: 3. (4) Reactant: Br[CH2:2][CH:3]1[CH2:5][CH2:4]1.[O:6]=[C:7]1[CH2:10][N:9]([C:11]([O:13][C:14]([CH3:17])([CH3:16])[CH3:15])=[O:12])[CH2:8]1. Product: [CH:5]1([CH2:4][C:7]2([OH:6])[CH2:8][N:9]([C:11]([O:13][C:14]([CH3:16])([CH3:15])[CH3:17])=[O:12])[CH2:10]2)[CH2:3][CH2:2]1. The catalyst class is: 1. (5) Reactant: [F:1][C:2]([F:18])([F:17])[C:3]1[CH:15]=[C:14]2[C:6]([C:7]3[CH:8]=[C:9]([NH2:16])[CH:10]=[CH:11][C:12]=3[NH:13]2)=[CH:5][CH:4]=1.[O-:19][C:20]#[N:21].[K+].O. Product: [F:18][C:2]([F:1])([F:17])[C:3]1[CH:15]=[C:14]2[C:6]([C:7]3[CH:8]=[C:9]([NH:16][C:20]([NH2:21])=[O:19])[CH:10]=[CH:11][C:12]=3[NH:13]2)=[CH:5][CH:4]=1. The catalyst class is: 52. (6) Reactant: [Cl:1][C:2]1[N:3]=[CH:4][C:5]2[NH:11][C:10](=[O:12])[C:9]([F:14])([F:13])[CH2:8][N:7]([CH:15]3[CH2:19][CH2:18][CH2:17][CH2:16]3)[C:6]=2[N:20]=1.I[CH3:22]. Product: [Cl:1][C:2]1[N:3]=[CH:4][C:5]2[N:11]([CH3:22])[C:10](=[O:12])[C:9]([F:14])([F:13])[CH2:8][N:7]([CH:15]3[CH2:19][CH2:18][CH2:17][CH2:16]3)[C:6]=2[N:20]=1. The catalyst class is: 37. (7) Reactant: [C:1]([O:5][C:6]([N:8]1[CH:12]=[CH:11][C:10]([C:13]2[CH:18]=[CH:17][C:16]([I:19])=[CH:15][CH:14]=2)=[C:9]1[CH:20]=[O:21])=[O:7])([CH3:4])([CH3:3])[CH3:2].[Li+].[BH4-]. Product: [C:1]([O:5][C:6]([N:8]1[CH:12]=[CH:11][C:10]([C:13]2[CH:14]=[CH:15][C:16]([I:19])=[CH:17][CH:18]=2)=[C:9]1[CH2:20][OH:21])=[O:7])([CH3:4])([CH3:2])[CH3:3]. The catalyst class is: 1.